Predict which catalyst facilitates the given reaction. From a dataset of Catalyst prediction with 721,799 reactions and 888 catalyst types from USPTO. (1) Reactant: [CH2:1]([O:3][C:4](=[O:21])[CH:5]=[CH:6][C@H:7]1[CH2:11][C:10]([F:13])([F:12])[CH2:9][N:8]1[C:14]([O:16][C:17]([CH3:20])([CH3:19])[CH3:18])=[O:15])[CH3:2]. Product: [C:17]([O:16][C:14]([N:8]1[CH2:9][C:10]([F:13])([F:12])[CH2:11][C@@H:7]1[CH2:6][CH2:5][C:4]([O:3][CH2:1][CH3:2])=[O:21])=[O:15])([CH3:20])([CH3:19])[CH3:18]. The catalyst class is: 43. (2) Reactant: Br[CH2:2][CH2:3][CH2:4][CH2:5][CH2:6][CH2:7][C:8]([O:10][CH2:11][CH3:12])=[O:9].[O:13]=[C:14]([CH3:21])[CH2:15][C:16]([O:18][CH2:19][CH3:20])=[O:17].C(=O)([O-])[O-].[K+].[K+]. Product: [C:14]([CH:15]([CH2:2][CH2:3][CH2:4][CH2:5][CH2:6][CH2:7][C:8]([O:10][CH2:11][CH3:12])=[O:9])[C:16]([O:18][CH2:19][CH3:20])=[O:17])(=[O:13])[CH3:21]. The catalyst class is: 21. (3) Reactant: C(OC[C:6]1[CH:11]=[C:10]([C:12]#[N:13])[CH:9]=[CH:8][C:7]=1[B:14]1[O:18]C(C)(C)[C:16](C)(C)[O:15]1)(=O)C.[OH-].[Na+].Cl. Product: [OH:18][B:14]1[C:7]2[CH:6]=[CH:11][C:10]([C:12]#[N:13])=[CH:9][C:8]=2[CH2:16][O:15]1. The catalyst class is: 5. (4) Reactant: [CH2:1]([O:8][C:9]([N:11]1[C@H:15]([C:16](=[O:29])[NH:17][C:18]2[CH:23]=[CH:22][CH:21]=[C:20]([O:24][C:25]([F:28])([F:27])[F:26])[CH:19]=2)[CH2:14][CH2:13][C@@H:12]1[CH2:30][NH2:31])=[O:10])[C:2]1[CH:7]=[CH:6][CH:5]=[CH:4][CH:3]=1.CCN(CC)CC.[C:39](Cl)(=[O:41])[CH3:40].Cl. Product: [CH2:1]([O:8][C:9]([N:11]1[C@H:15]([C:16](=[O:29])[NH:17][C:18]2[CH:23]=[CH:22][CH:21]=[C:20]([O:24][C:25]([F:26])([F:27])[F:28])[CH:19]=2)[CH2:14][CH2:13][C@@H:12]1[CH2:30][NH:31][C:39](=[O:41])[CH3:40])=[O:10])[C:2]1[CH:7]=[CH:6][CH:5]=[CH:4][CH:3]=1. The catalyst class is: 2. (5) Reactant: [C:1]([CH2:3][C:4]([O:6][CH2:7][CH3:8])=[O:5])#[N:2].C(N(C(C)C)CC)(C)C.Br[CH2:19][C:20]([C:22]1[C:27]([F:28])=[CH:26][CH:25]=[CH:24][C:23]=1[F:29])=[O:21]. Product: [C:1]([CH:3]([CH2:19][C:20]([C:22]1[C:23]([F:29])=[CH:24][CH:25]=[CH:26][C:27]=1[F:28])=[O:21])[C:4]([O:6][CH2:7][CH3:8])=[O:5])#[N:2]. The catalyst class is: 7. (6) Reactant: [F:1][C:2]1[CH:11]=[C:10]2[C:5]([CH:6]=[CH:7][C:8](=[O:12])[NH:9]2)=[CH:4][CH:3]=1.[H-].[Na+].[CH2:15](I)[CH:16]=[CH2:17].O. Product: [F:1][C:2]1[CH:11]=[C:10]2[C:5]([CH:6]=[CH:7][C:8](=[O:12])[N:9]2[CH2:17][CH:16]=[CH2:15])=[CH:4][CH:3]=1. The catalyst class is: 3.